Dataset: CYP2D6 inhibition data for predicting drug metabolism from PubChem BioAssay. Task: Regression/Classification. Given a drug SMILES string, predict its absorption, distribution, metabolism, or excretion properties. Task type varies by dataset: regression for continuous measurements (e.g., permeability, clearance, half-life) or binary classification for categorical outcomes (e.g., BBB penetration, CYP inhibition). Dataset: cyp2d6_veith. (1) The compound is C[C@@H]1CC[C@@]2(C(=O)O)CC[C@]3(C)C(=CC[C@@H]4[C@]3(C)CC[C@H]3C(C)(C)[C@H](O)CC[C@]43C)[C@H]2[C@@H]1C. The result is 0 (non-inhibitor). (2) The molecule is CCCNC(=O)CC(NS(=O)(=O)c1ccc(Cl)cc1)c1ccco1. The result is 1 (inhibitor). (3) The compound is CSc1ccc(CNc2ccc(C)c(C)c2)cc1. The result is 1 (inhibitor). (4) The drug is COC(=O)c1cc(Cl)c(NC(=O)c2cc3ccccc3o2)cc1OC. The result is 0 (non-inhibitor). (5) The compound is CCOC(=O)C(NC(C)=O)C(OC(C)=O)c1cccc(N(CCO)CCO)c1. The result is 0 (non-inhibitor). (6) The drug is CCC(CC)C(=O)Nc1ccc(C)c(O)c1. The result is 1 (inhibitor). (7) The molecule is Cc1nc(SCC(=O)Nc2c(C)nn(C)c2C)c2cnn(-c3ccccc3)c2n1. The result is 0 (non-inhibitor). (8) The drug is O=C(c1ccccc1)N(Cc1ccco1)C1CCS(=O)(=O)C1. The result is 0 (non-inhibitor). (9) The compound is CN(C)c1ccc(NC(=O)c2cccc(N3C(=O)C4C5C=CC(C5)C4C3=O)c2)cc1. The result is 0 (non-inhibitor). (10) The molecule is O=C(O)c1cc2c(o1)CCC/C2=N\O. The result is 0 (non-inhibitor).